From a dataset of Catalyst prediction with 721,799 reactions and 888 catalyst types from USPTO. Predict which catalyst facilitates the given reaction. (1) Product: [C:28]([O:27][C:25]([N:2]1[CH2:7][CH2:6][CH:5]([NH:8][C:9]2[S:10][CH:11]=[C:12]([C:14]3[CH:22]=[CH:21][C:17]([C:18]([OH:20])=[O:19])=[CH:16][CH:15]=3)[N:13]=2)[CH2:4][CH2:3]1)=[O:26])([CH3:31])([CH3:30])[CH3:29]. The catalyst class is: 20. Reactant: Br.[NH:2]1[CH2:7][CH2:6][CH:5]([NH:8][C:9]2[S:10][CH:11]=[C:12]([C:14]3[CH:22]=[CH:21][C:17]([C:18]([OH:20])=[O:19])=[CH:16][CH:15]=3)[N:13]=2)[CH2:4][CH2:3]1.[OH-].[Na+].[C:25](O[C:25]([O:27][C:28]([CH3:31])([CH3:30])[CH3:29])=[O:26])([O:27][C:28]([CH3:31])([CH3:30])[CH3:29])=[O:26]. (2) Reactant: ClS([N:5]=[C:6]=[O:7])(=O)=O.[OH:8][C@@H:9]1[CH2:13][N:12]([CH2:14][C:15]2[CH:16]=[C:17]([C:23]3[CH:28]=[CH:27][CH:26]=[C:25]([N+:29]([O-:31])=[O:30])[CH:24]=3)[C:18]([O:21][CH3:22])=[CH:19][CH:20]=2)[C:11](=[O:32])[CH2:10]1.O. Product: [CH3:22][O:21][C:18]1[C:17]([C:23]2[CH:28]=[CH:27][CH:26]=[C:25]([N+:29]([O-:31])=[O:30])[CH:24]=2)=[CH:16][C:15]([CH2:14][N:12]2[C:11](=[O:32])[CH2:10][C@H:9]([O:8][C:6](=[O:7])[NH2:5])[CH2:13]2)=[CH:20][CH:19]=1. The catalyst class is: 4. (3) Reactant: [CH2:1]([C:3]1[N:4]=[C:5]2[C:10]([C:11]([F:14])([F:13])[F:12])=[CH:9][CH:8]=[CH:7][N:6]2[C:15]=1[C:16]1[CH:17]=[C:18]([OH:22])[CH:19]=[CH:20][CH:21]=1)[CH3:2].F[C:24]1[CH:29]=[CH:28][CH:27]=[C:26]([S:30]([CH3:33])(=[O:32])=[O:31])[CH:25]=1.C(=O)([O-])[O-].[K+].[K+]. Product: [CH2:1]([C:3]1[N:4]=[C:5]2[C:10]([C:11]([F:14])([F:13])[F:12])=[CH:9][CH:8]=[CH:7][N:6]2[C:15]=1[C:16]1[CH:21]=[CH:20][CH:19]=[C:18]([O:22][C:24]2[CH:29]=[CH:28][CH:27]=[C:26]([S:30]([CH3:33])(=[O:32])=[O:31])[CH:25]=2)[CH:17]=1)[CH3:2]. The catalyst class is: 18. (4) Reactant: [OH:1][C:2]1[C:11]2[C:6](=[CH:7][CH:8]=[CH:9][CH:10]=2)[N:5]=[CH:4][CH:3]=1.Br[CH:13]([CH3:24])[C:14]([NH:16][C:17]1[CH:22]=[CH:21][C:20]([Cl:23])=[CH:19][CH:18]=1)=[O:15]. Product: [Cl:23][C:20]1[CH:19]=[CH:18][C:17]([NH:16][C:14](=[O:15])[CH:13]([O:1][C:2]2[C:11]3[C:6](=[CH:7][CH:8]=[CH:9][CH:10]=3)[N:5]=[CH:4][CH:3]=2)[CH3:24])=[CH:22][CH:21]=1. The catalyst class is: 18. (5) Reactant: [C:1]1([P:7]([C:22]2[CH:27]=[CH:26][CH:25]=[CH:24][CH:23]=2)([C:16]2[CH:21]=[CH:20][CH:19]=[CH:18][CH:17]=2)=[CH:8][C:9]([O:11][C:12]([CH3:15])([CH3:14])[CH3:13])=[O:10])[CH:6]=[CH:5][CH:4]=[CH:3][CH:2]=1.Br[CH2:29][C:30]#[N:31]. Product: [C:30]([CH2:29][C:8](=[P:7]([C:22]1[CH:27]=[CH:26][CH:25]=[CH:24][CH:23]=1)([C:1]1[CH:2]=[CH:3][CH:4]=[CH:5][CH:6]=1)[C:16]1[CH:17]=[CH:18][CH:19]=[CH:20][CH:21]=1)[C:9]([O:11][C:12]([CH3:13])([CH3:14])[CH3:15])=[O:10])#[N:31]. The catalyst class is: 425. (6) Reactant: [N:1]1[C:10]2[C:5](=[CH:6][CH:7]=[CH:8][CH:9]=2)[CH2:4][NH:3][CH:2]=1.[C:11]1(=O)[NH:15][C:14](=[O:16])[CH:13]=[CH:12]1.C(N(CC)CC)C. Product: [N:1]1[C:10]2[C:5](=[CH:6][CH:7]=[CH:8][CH:9]=2)[CH2:4][N:3]([CH:13]2[CH2:12][CH2:11][NH:15][C:14]2=[O:16])[CH:2]=1. The catalyst class is: 9.